Dataset: Peptide-MHC class I binding affinity with 185,985 pairs from IEDB/IMGT. Task: Regression. Given a peptide amino acid sequence and an MHC pseudo amino acid sequence, predict their binding affinity value. This is MHC class I binding data. (1) The peptide sequence is PQIQLTITR. The binding affinity (normalized) is 0.0968. The MHC is HLA-A31:01 with pseudo-sequence HLA-A31:01. (2) The peptide sequence is AQPAPQAPY. The MHC is HLA-B58:01 with pseudo-sequence HLA-B58:01. The binding affinity (normalized) is 0.213.